Dataset: Reaction yield outcomes from USPTO patents with 853,638 reactions. Task: Predict the reaction yield, written as a fraction of the theoretical maximum amount of product (1.0 means a 100% yield; for example, 0.34 means a 34% yield). The reactants are [Cl:1][C:2]1[CH:3]=[C:4]([CH:7]=[C:8]([Br:14])[C:9]=1[NH:10][CH2:11][CH2:12][CH3:13])[C:5]#[N:6].[H-].[Al+3].[Li+].[H-].[H-].[H-].O.O.O.O.O.O.O.O.O.O.S([O-])([O-])(=O)=O.[Na+].[Na+]. The catalyst is C1COCC1. The product is [Cl:1][C:2]1[CH:3]=[C:4]([CH:7]=[C:8]([Br:14])[C:9]=1[NH:10][CH2:11][CH2:12][CH3:13])[CH2:5][NH2:6]. The yield is 0.264.